From a dataset of Forward reaction prediction with 1.9M reactions from USPTO patents (1976-2016). Predict the product of the given reaction. (1) Given the reactants [CH3:1][C:2]1[N:7]=[C:6]([C:8]2[C:13]([C:14]3[CH:19]=[CH:18][N:17]4[N:20]=[CH:21][C:22]([C:23]([O:25]CC)=[O:24])=[C:16]4[N:15]=3)=[CH:12][CH:11]=[CH:10][N:9]=2)[CH:5]=[CH:4][CH:3]=1.FC(F)(F)C1N=C(C2C(C3C=CN4N=CC(C(O)=O)=C4N=3)=CC=CN=2)C=CC=1, predict the reaction product. The product is: [CH3:1][C:2]1[N:7]=[C:6]([C:8]2[C:13]([C:14]3[CH:19]=[CH:18][N:17]4[N:20]=[CH:21][C:22]([C:23]([OH:25])=[O:24])=[C:16]4[N:15]=3)=[CH:12][CH:11]=[CH:10][N:9]=2)[CH:5]=[CH:4][CH:3]=1. (2) Given the reactants Br[C:2]1[CH:12]=[CH:11][CH:10]=[CH:9][C:3]=1[C:4]([O:6][CH2:7][CH3:8])=[O:5].[C:13]1([CH:19]([C:28]2[CH:33]=[CH:32][CH:31]=[CH:30][CH:29]=2)[CH2:20][CH2:21][N:22]2[CH2:27][CH2:26][NH:25][CH2:24][CH2:23]2)[CH:18]=[CH:17][CH:16]=[CH:15][CH:14]=1, predict the reaction product. The product is: [C:28]1([CH:19]([C:13]2[CH:18]=[CH:17][CH:16]=[CH:15][CH:14]=2)[CH2:20][CH2:21][N:22]2[CH2:23][CH2:24][N:25]([C:2]3[CH:12]=[CH:11][CH:10]=[CH:9][C:3]=3[C:4]([O:6][CH2:7][CH3:8])=[O:5])[CH2:26][CH2:27]2)[CH:29]=[CH:30][CH:31]=[CH:32][CH:33]=1. (3) The product is: [CH:1]1([CH2:7][N:8]2[C:12]([C:13]3[CH:18]=[C:17]([C:19]([CH3:20])([CH3:21])[CH3:22])[CH:16]=[C:15]([C:23]([CH3:26])([CH3:25])[CH3:24])[CH:14]=3)=[CH:11][C:10]([C:27]([NH2:32])=[O:28])=[C:9]2[CH3:30])[CH2:2][CH2:3][CH2:4][CH2:5][CH2:6]1. Given the reactants [CH:1]1([CH2:7][N:8]2[C:12]([C:13]3[CH:18]=[C:17]([C:19]([CH3:22])([CH3:21])[CH3:20])[CH:16]=[C:15]([C:23]([CH3:26])([CH3:25])[CH3:24])[CH:14]=3)=[CH:11][C:10]([C:27](O)=[O:28])=[C:9]2[CH3:30])[CH2:6][CH2:5][CH2:4][CH2:3][CH2:2]1.C[N:32](C(ON1N=NC2C=CC=NC1=2)=[N+](C)C)C.F[P-](F)(F)(F)(F)F.[NH4+].[Cl-], predict the reaction product.